This data is from Catalyst prediction with 721,799 reactions and 888 catalyst types from USPTO. The task is: Predict which catalyst facilitates the given reaction. (1) Reactant: [Br:1][C:2]1[C:7]([C:8]2[CH:13]=[CH:12][CH:11]=[CH:10][CH:9]=2)=[C:6](Br)[N:5]=[C:4]([CH3:15])[N:3]=1.[NH3:16]. Product: [Br:1][C:2]1[N:3]=[C:4]([CH3:15])[N:5]=[C:6]([NH2:16])[C:7]=1[C:8]1[CH:13]=[CH:12][CH:11]=[CH:10][CH:9]=1. The catalyst class is: 14. (2) Reactant: [NH2:1][C:2]1[S:3][CH:4]=[CH:5][C:6]=1[C:7]([NH2:9])=[O:8].[F:10][C:11]([F:26])([F:25])[C:12]1[C:20]2[CH2:19][CH2:18][CH2:17][CH2:16][C:15]=2[N:14]([CH2:21][C:22](O)=[O:23])[N:13]=1.C(N1C=CN=C1)(N1C=CN=C1)=O. Product: [F:26][C:11]([F:10])([F:25])[C:12]1[C:20]2[CH2:19][CH2:18][CH2:17][CH2:16][C:15]=2[N:14]([CH2:21][C:22]([NH:1][C:2]2[S:3][CH:4]=[CH:5][C:6]=2[C:7]([NH2:9])=[O:8])=[O:23])[N:13]=1. The catalyst class is: 59.